From a dataset of Forward reaction prediction with 1.9M reactions from USPTO patents (1976-2016). Predict the product of the given reaction. (1) Given the reactants [Br:1][C:2]1[CH:7]=[C:6]([C:8]2[C:9]([C:13]3[CH:18]=[CH:17][CH:16]=[C:15]([CH3:19])[N:14]=3)=[N:10][NH:11][CH:12]=2)[CH:5]=[CH:4][N:3]=1.[C:20](Cl)([C:33]1[CH:38]=[CH:37][CH:36]=[CH:35][CH:34]=1)([C:27]1[CH:32]=[CH:31][CH:30]=[CH:29][CH:28]=1)[C:21]1[CH:26]=[CH:25][CH:24]=[CH:23][CH:22]=1, predict the reaction product. The product is: [Br:1][C:2]1[CH:7]=[C:6]([C:8]2[C:9]([C:13]3[CH:18]=[CH:17][CH:16]=[C:15]([CH3:19])[N:14]=3)=[N:10][N:11]([C:20]([C:21]3[CH:26]=[CH:25][CH:24]=[CH:23][CH:22]=3)([C:33]3[CH:34]=[CH:35][CH:36]=[CH:37][CH:38]=3)[C:27]3[CH:28]=[CH:29][CH:30]=[CH:31][CH:32]=3)[CH:12]=2)[CH:5]=[CH:4][N:3]=1. (2) Given the reactants [Cl:1][C:2]([Cl:7])([Cl:6])[C:3](Cl)=[O:4].[CH3:8][C:9]1[CH:13]=[CH:12][NH:11][CH:10]=1, predict the reaction product. The product is: [Cl:1][C:2]([Cl:7])([Cl:6])[C:3]([C:12]1[NH:11][CH:10]=[C:9]([CH3:8])[CH:13]=1)=[O:4]. (3) Given the reactants [Br:1][C:2]1[CH:7]=[CH:6][C:5]([C@@H:8]([NH:10][CH2:11][CH2:12][C:13](=[N:21][S@@:22]([C:24]([CH3:27])([CH3:26])[CH3:25])=[O:23])[C:14]2[CH:19]=[CH:18][C:17]([F:20])=[CH:16][CH:15]=2)[CH3:9])=[CH:4][CH:3]=1.[CH2:28]([Mg]Br)[CH:29]=[CH2:30], predict the reaction product. The product is: [Br:1][C:2]1[CH:7]=[CH:6][C:5]([C@@H:8]([NH:10][CH2:11][CH2:12][C@@:13]([NH:21][S@@:22]([C:24]([CH3:26])([CH3:25])[CH3:27])=[O:23])([C:14]2[CH:15]=[CH:16][C:17]([F:20])=[CH:18][CH:19]=2)[CH2:30][CH:29]=[CH2:28])[CH3:9])=[CH:4][CH:3]=1. (4) Given the reactants C(O[C:6]([N:8]1[CH2:12][CH2:11][CH2:10][C@H:9]1[C:13]1[NH:14][C:15]([CH2:35][C:36]2[CH:41]=[CH:40][C:39]([F:42])=[CH:38][C:37]=2[F:43])=[CH:16][CH:17]([C:24]2[N:25]=[CH:26][C:27]([C:30]([O:32][CH2:33][CH3:34])=[O:31])=[N:28][CH:29]=2)[C:18]=1C(OCC)=O)=[O:7])(C)(C)C.CCOC(C)=O, predict the reaction product. The product is: [F:43][C:37]1[CH:38]=[C:39]([F:42])[CH:40]=[CH:41][C:36]=1[CH2:35][C:15]1[CH:16]=[C:17]([C:24]2[N:25]=[CH:26][C:27]([C:30]([O:32][CH2:33][CH3:34])=[O:31])=[N:28][CH:29]=2)[C:18]2[C:6](=[O:7])[N:8]3[C@@H:9]([CH2:10][CH2:11][CH2:12]3)[C:13]=2[N:14]=1. (5) Given the reactants C([O:5][C:6](=[O:32])[CH2:7][N:8]1[CH2:16][CH2:15][N:14]([CH2:17][C:18]2[CH:23]=[CH:22][CH:21]=[CH:20][N:19]=2)[CH2:13][CH2:12][N:11]([CH2:24][C:25]([O:27]C(C)(C)C)=[O:26])[CH2:10][CH2:9]1)(C)(C)C.Cl, predict the reaction product. The product is: [C:6]([CH2:7][N:8]1[CH2:16][CH2:15][N:14]([CH2:17][C:18]2[CH:23]=[CH:22][CH:21]=[CH:20][N:19]=2)[CH2:13][CH2:12][N:11]([CH2:24][C:25]([OH:27])=[O:26])[CH2:10][CH2:9]1)([OH:32])=[O:5]. (6) The product is: [Cl:8][C:3]1[C:2]([NH:1][C:13](=[O:14])[C:12]2[CH:16]=[CH:17][CH:18]=[CH:19][C:11]=2[C:10]([F:9])([F:20])[F:21])=[CH:7][CH:6]=[CH:5][N:4]=1. Given the reactants [NH2:1][C:2]1[C:3]([Cl:8])=[N:4][CH:5]=[CH:6][CH:7]=1.[F:9][C:10]([F:21])([F:20])[C:11]1[CH:19]=[CH:18][CH:17]=[CH:16][C:12]=1[C:13](Cl)=[O:14], predict the reaction product. (7) Given the reactants C(N[C:5]1[CH:10]=[C:9]([O:11][C:12]2[C:17]([F:18])=[CH:16][C:15]([NH:19][C:20]([C:22]3([C:25]([NH:27][C:28]4[CH:33]=[CH:32][C:31]([F:34])=[CH:30][CH:29]=4)=[O:26])[CH2:24][CH2:23]3)=[O:21])=[C:14]([F:35])[CH:13]=2)[CH:8]=[CH:7][N:6]=1)(=O)C.[C:36](=[O:43])([O:38][C:39]([CH3:42])([CH3:41])[CH3:40])[NH2:37].CC1(C)C2C(=C(P(C3C=CC=CC=3)C3C=CC=CC=3)C=CC=2)OC2C(P(C3C=CC=CC=3)C3C=CC=CC=3)=CC=CC1=2.C(=O)([O-])[O-].[Cs+].[Cs+], predict the reaction product. The product is: [F:18][C:17]1[CH:16]=[C:15]([NH:19][C:20]([C:22]2([C:25](=[O:26])[NH:27][C:28]3[CH:29]=[CH:30][C:31]([F:34])=[CH:32][CH:33]=3)[CH2:24][CH2:23]2)=[O:21])[C:14]([F:35])=[CH:13][C:12]=1[O:11][C:9]1[CH:10]=[CH:5][N:6]=[C:7]([NH:37][C:36](=[O:43])[O:38][C:39]([CH3:42])([CH3:41])[CH3:40])[CH:8]=1.